This data is from Catalyst prediction with 721,799 reactions and 888 catalyst types from USPTO. The task is: Predict which catalyst facilitates the given reaction. (1) Reactant: [CH:1](=O)[C:2]1[CH:7]=[CH:6][CH:5]=[CH:4][CH:3]=1.[NH2:9][CH:10]1[CH2:14][CH2:13][NH:12][CH2:11]1. Product: [C:2]1([CH:1]=[N:9][CH:10]2[CH2:14][CH2:13][NH:12][CH2:11]2)[CH:7]=[CH:6][CH:5]=[CH:4][CH:3]=1. The catalyst class is: 11. (2) Reactant: [Cl:1][C:2]1[CH:3]=[C:4]([CH:6]=[C:7]([Cl:9])[CH:8]=1)[NH2:5].C(N(CC)CC)C.[N+:17]([C:20]1[CH:21]=[C:22]([CH:26]=[CH:27][CH:28]=1)[C:23](Cl)=[O:24])([O-:19])=[O:18].C(=O)(O)[O-].[Na+]. Product: [N+:17]([C:20]1[CH:21]=[C:22]([CH:26]=[CH:27][CH:28]=1)[C:23]([NH:5][C:4]1[CH:3]=[C:2]([Cl:1])[CH:8]=[C:7]([Cl:9])[CH:6]=1)=[O:24])([O-:19])=[O:18]. The catalyst class is: 22. (3) Reactant: [O:1]=[C:2]1[CH:11]=[CH:10][C:9]2[N:8]=[CH:7][C:6]([C:12]#[N:13])=[CH:5][C:4]=2[N:3]1[CH2:14][CH:15]=O.[C:17]([O:21][C:22]([NH:24][CH:25]1[CH2:30][CH2:29][NH:28][CH2:27][CH2:26]1)=[O:23])([CH3:20])([CH3:19])[CH3:18].CO.[BH-](OC(C)=O)(OC(C)=O)OC(C)=O.[Na+]. Product: [NH3:3].[C:12]([C:6]1[CH:5]=[C:4]2[C:9]([CH:10]=[CH:11][C:2](=[O:1])[N:3]2[CH2:14][CH2:15][N:28]2[CH2:27][CH2:26][CH:25]([NH:24][C:22](=[O:23])[O:21][C:17]([CH3:19])([CH3:18])[CH3:20])[CH2:30][CH2:29]2)=[N:8][CH:7]=1)#[N:13]. The catalyst class is: 2. (4) Reactant: CS(O[CH2:6][C:7]1[C:8]2[CH:16]=[C:15]([CH:17]3[CH2:22][CH2:21][CH2:20][CH2:19][CH2:18]3)[S:14][C:9]=2[N:10]=[C:11]([CH3:13])[N:12]=1)(=O)=O.[CH:23]1(CN)[CH2:27][CH2:26][CH2:25][CH2:24]1.C[CH2:31][N:32](C(C)C)C(C)C.C(=O)(O)[O-].[Na+]. Product: [CH:17]1([C:15]2[S:14][C:9]3[N:10]=[C:11]([CH3:13])[N:12]=[C:7]([CH2:6][N:32]([CH3:31])[CH:23]4[CH2:24][CH2:25][CH2:26][CH2:27]4)[C:8]=3[CH:16]=2)[CH2:22][CH2:21][CH2:20][CH2:19][CH2:18]1. The catalyst class is: 23. (5) Reactant: [F:1][C:2]1[CH:7]=[CH:6][C:5]([C:8]2[N+:12]([O-])=[CH:11][N:10]([CH3:14])[C:9]=2[C:15]2[CH:20]=[CH:19][N:18]=[CH:17][CH:16]=2)=[CH:4][CH:3]=1.CC1(C)C(=[S:26])C(C)(C)C1=O. Product: [F:1][C:2]1[CH:7]=[CH:6][C:5]([C:8]2[NH:12][C:11](=[S:26])[N:10]([CH3:14])[C:9]=2[C:15]2[CH:20]=[CH:19][N:18]=[CH:17][CH:16]=2)=[CH:4][CH:3]=1. The catalyst class is: 22. (6) Reactant: [F:1][C:2]1[CH:29]=[C:28]([F:30])[CH:27]=[CH:26][C:3]=1[NH:4][C:5]1[CH:17]=[C:16]([CH2:18][CH2:19][C:20]2[CH:25]=[CH:24][CH:23]=[CH:22][CH:21]=2)[CH:15]=[CH:14][C:6]=1[C:7]([O:9]C(C)(C)C)=[O:8]. Product: [F:1][C:2]1[CH:29]=[C:28]([F:30])[CH:27]=[CH:26][C:3]=1[NH:4][C:5]1[CH:17]=[C:16]([CH2:18][CH2:19][C:20]2[CH:25]=[CH:24][CH:23]=[CH:22][CH:21]=2)[CH:15]=[CH:14][C:6]=1[C:7]([OH:9])=[O:8]. The catalyst class is: 55. (7) Reactant: Cl[C:2]12[CH2:10][CH2:9][C:5]([CH3:11])([C:6]([Cl:8])=[N:7]1)[O:4][C:3]2=[O:12].[CH2:13]1CCN2C(=NCCC2)C[CH2:14]1.C(O)C. Product: [Cl:8][C:6]1[N:7]=[C:2]([C:3]([O:4][CH2:13][CH3:14])=[O:12])[CH:10]=[CH:9][C:5]=1[CH3:11]. The catalyst class is: 22. (8) Reactant: CS(Cl)(=O)=O.O[CH2:7][C:8]1[N:13]=[C:12]([C:14]([F:17])([F:16])[F:15])[N:11]=[C:10]([C:18]([N:20]2[CH2:25][CH2:24][CH:23]([N:26]3[CH2:29][C:28]([CH2:52][C:53]#[N:54])([N:30]4[CH:34]=[C:33]([C:35]5[C:36]6[CH:43]=[CH:42][N:41](COCC[Si](C)(C)C)[C:37]=6[N:38]=[CH:39][N:40]=5)[CH:32]=[N:31]4)[CH2:27]3)[CH2:22][CH2:21]2)=[O:19])[CH:9]=1.C(N(CC)CC)C.[CH3:62][CH:63]([NH2:65])[CH3:64]. Product: [CH:63]([NH:65][CH2:7][C:8]1[N:13]=[C:12]([C:14]([F:15])([F:16])[F:17])[N:11]=[C:10]([C:18]([N:20]2[CH2:21][CH2:22][CH:23]([N:26]3[CH2:29][C:28]([CH2:52][C:53]#[N:54])([N:30]4[CH:34]=[C:33]([C:35]5[C:36]6[CH:43]=[CH:42][NH:41][C:37]=6[N:38]=[CH:39][N:40]=5)[CH:32]=[N:31]4)[CH2:27]3)[CH2:24][CH2:25]2)=[O:19])[CH:9]=1)([CH3:64])[CH3:62]. The catalyst class is: 2. (9) Reactant: [F:1][C:2]1[CH:7]=[CH:6][CH:5]=[C:4]([F:8])[C:3]=1[NH2:9].C[Si](C)(C)[N-][Si](C)(C)C.[Li+].CO/[CH:22]=[C:23](\[C:30]([O:32][CH3:33])=[O:31])/[CH:24]=[CH:25]/[C:26](OC)=[O:27]. Product: [F:1][C:2]1[CH:7]=[CH:6][CH:5]=[C:4]([F:8])[C:3]=1[N:9]1[C:26](=[O:27])[CH:25]=[CH:24][C:23]([C:30]([O:32][CH3:33])=[O:31])=[CH:22]1. The catalyst class is: 1. (10) Reactant: [O:1]1[CH:6]=[CH:5][CH2:4][CH2:3][CH2:2]1.C12(CS(O)(=O)=O)C(C)(C)C(CC1)CC2=O.[Cl:22][C:23]1[N:28]=[CH:27][N:26]=[C:25]2[NH:29][N:30]=[CH:31][C:24]=12.C(=O)(O)[O-].[Na+]. Product: [Cl:22][C:23]1[N:28]=[CH:27][N:26]=[C:25]2[N:29]([CH:6]3[CH2:5][CH2:4][CH2:3][CH2:2][O:1]3)[N:30]=[CH:31][C:24]=12. The catalyst class is: 13.